From a dataset of Forward reaction prediction with 1.9M reactions from USPTO patents (1976-2016). Predict the product of the given reaction. (1) The product is: [CH2:15]([N:8]([CH2:1][C:2]1[CH:3]=[CH:4][CH:5]=[CH:6][CH:7]=1)[C@@H:9]([CH2:12][CH2:13][CH3:14])[C@H:10]([OH:11])[C:27]#[N:28])[C:16]1[CH:17]=[CH:18][CH:19]=[CH:20][CH:21]=1. Given the reactants [CH2:1]([N:8]([CH2:15][C:16]1[CH:21]=[CH:20][CH:19]=[CH:18][CH:17]=1)[C@@H:9]([CH2:12][CH2:13][CH3:14])[CH:10]=[O:11])[C:2]1[CH:7]=[CH:6][CH:5]=[CH:4][CH:3]=1.S(=O)(O)[O-].[Na+].[C-:27]#[N:28].[Na+].C(OCC)(=O)C, predict the reaction product. (2) The product is: [NH2:12][C:9]1[N:8]=[C:7]([NH:13][CH2:14][CH2:15][CH2:16][CH2:17][CH3:18])[N:6]=[C:5]2[C:10]=1[NH:11][C:3](=[O:2])[N:4]2[CH2:19][CH:20]1[CH2:21][CH2:22][O:23][CH2:24][CH2:25]1. Given the reactants C[O:2][C:3]1[N:4]([CH2:19][CH:20]2[CH2:25][CH2:24][O:23][CH2:22][CH2:21]2)[C:5]2[C:10]([N:11]=1)=[C:9]([NH2:12])[N:8]=[C:7]([NH:13][CH2:14][CH2:15][CH2:16][CH2:17][CH3:18])[N:6]=2.Cl.[OH-].[Na+], predict the reaction product. (3) Given the reactants [Br:1][C:2]1[CH:3]=[CH:4][C:5]([O:32][C:33]2[CH:38]=[CH:37][C:36]([C:39]([O:41]C)=[O:40])=[CH:35][CH:34]=2)=[C:6]([CH:8]2[C:13]3([C:21]4[C:16](=[CH:17][C:18]([Cl:22])=[CH:19][CH:20]=4)[NH:15][C:14]3=[O:23])[CH:12]([C:24]3[CH:29]=[CH:28][CH:27]=[C:26]([Cl:30])[CH:25]=3)[CH2:11][C:10](=[O:31])[NH:9]2)[CH:7]=1.[OH-].[Na+].CO.Cl, predict the reaction product. The product is: [Br:1][C:2]1[CH:3]=[CH:4][C:5]([O:32][C:33]2[CH:38]=[CH:37][C:36]([C:39]([OH:41])=[O:40])=[CH:35][CH:34]=2)=[C:6]([CH:8]2[C:13]3([C:21]4[C:16](=[CH:17][C:18]([Cl:22])=[CH:19][CH:20]=4)[NH:15][C:14]3=[O:23])[CH:12]([C:24]3[CH:29]=[CH:28][CH:27]=[C:26]([Cl:30])[CH:25]=3)[CH2:11][C:10](=[O:31])[NH:9]2)[CH:7]=1. (4) Given the reactants [Cl:1][C:2]1[CH:3]=[CH:4][C:5]([O:16][CH2:17][CH:18]([CH3:20])[CH3:19])=[C:6]([CH2:8][C:9]2[O:13][C:12]([CH2:14][OH:15])=[CH:11][CH:10]=2)[CH:7]=1.CC(OI1(OC(C)=O)(OC(C)=O)OC(=O)C2C=CC=CC1=2)=O, predict the reaction product. The product is: [Cl:1][C:2]1[CH:3]=[CH:4][C:5]([O:16][CH2:17][CH:18]([CH3:20])[CH3:19])=[C:6]([CH2:8][C:9]2[O:13][C:12]([CH:14]=[O:15])=[CH:11][CH:10]=2)[CH:7]=1.